This data is from Full USPTO retrosynthesis dataset with 1.9M reactions from patents (1976-2016). The task is: Predict the reactants needed to synthesize the given product. (1) Given the product [Br:1][C:2]1[CH:16]=[CH:15][C:5]2[N:6]=[C:7]([NH:9][C:10]([NH:12][CH2:13][CH3:14])=[O:11])[S:8][C:4]=2[C:3]=1[O:17][CH2:24][C:25]1[CH:30]=[CH:29][CH:28]=[CH:27][CH:26]=1, predict the reactants needed to synthesize it. The reactants are: [Br:1][C:2]1[CH:16]=[CH:15][C:5]2[N:6]=[C:7]([NH:9][C:10]([NH:12][CH2:13][CH3:14])=[O:11])[S:8][C:4]=2[C:3]=1[OH:17].C(=O)([O-])[O-].[K+].[K+].[CH2:24](Br)[C:25]1[CH:30]=[CH:29][CH:28]=[CH:27][CH:26]=1.CO. (2) Given the product [CH3:1][O:2][C:3]1[N:8]=[C:7]([CH2:9][OH:10])[CH:6]=[CH:5][CH:4]=1, predict the reactants needed to synthesize it. The reactants are: [CH3:1][O:2][C:3]1[N:8]=[C:7]([C:9](OC)=[O:10])[CH:6]=[CH:5][CH:4]=1.[H-].[H-].[H-].[H-].[Li+].[Al+3].O.O.O.O.O.O.O.O.O.O.S([O-])([O-])(=O)=O.[Na+].[Na+]. (3) Given the product [CH3:60][N:61]1[CH2:66][CH2:65][N:64]([C:2]2[CH:10]=[C:9]3[C:5]([CH:6]=[CH:7][N:8]3[S:11]([C:14]3[CH:19]=[CH:18][C:17]([CH3:20])=[CH:16][CH:15]=3)(=[O:13])=[O:12])=[CH:4][CH:3]=2)[CH2:63][CH2:62]1, predict the reactants needed to synthesize it. The reactants are: Br[C:2]1[CH:10]=[C:9]2[C:5]([CH:6]=[CH:7][N:8]2[S:11]([C:14]2[CH:19]=[CH:18][C:17]([CH3:20])=[CH:16][CH:15]=2)(=[O:13])=[O:12])=[CH:4][CH:3]=1.C([O-])([O-])=O.[Cs+].[Cs+].CC(OC1C=CC=C(OC(C)C)C=1C1C(P(C2CCCCC2)C2CCCCC2)=CC=CC=1)C.[CH3:60][N:61]1[CH2:66][CH2:65][NH:64][CH2:63][CH2:62]1. (4) Given the product [CH2:1]([C:5]1[N:10]=[C:9]([CH3:11])[N:8]([CH2:12]/[C:13](=[N:41]\[O:42][CH:43]([CH3:45])[CH3:44])/[C:14]([CH3:15])([CH3:16])[CH3:17])[C:7](=[O:19])[C:6]=1[CH2:20][C:21]1[CH:26]=[CH:25][C:24]([C:27]2[CH:32]=[CH:31][CH:30]=[CH:29][C:28]=2[C:33]2[NH:37][C:36](=[O:38])[O:35][N:34]=2)=[CH:23][C:22]=1[F:39])[CH2:2][CH2:3][CH3:4], predict the reactants needed to synthesize it. The reactants are: [CH2:1]([C:5]1[N:10]=[C:9]([CH3:11])[N:8]([CH2:12][C:13](=O)[C:14]([CH3:17])([CH3:16])[CH3:15])[C:7](=[O:19])[C:6]=1[CH2:20][C:21]1[CH:26]=[CH:25][C:24]([C:27]2[CH:32]=[CH:31][CH:30]=[CH:29][C:28]=2[C:33]2[NH:37][C:36](=[O:38])[O:35][N:34]=2)=[CH:23][C:22]=1[F:39])[CH2:2][CH2:3][CH3:4].Cl.[NH2:41][O:42][CH:43]([CH3:45])[CH3:44].N1C=CC=CC=1. (5) Given the product [OH:21][C:19]([CH3:22])([CH3:20])[CH2:18][O:17][C:13]1[CH:12]=[C:11]2[C:16]([C:7]([O:6][C:5]3[CH:23]=[CH:24][C:2]([NH:1][C:32]([C:29]4[C:28](=[O:35])[N:27]([C:36]5[CH:37]=[CH:38][CH:39]=[CH:40][CH:41]=5)[N:26]([CH3:25])[C:30]=4[CH3:31])=[O:33])=[CH:3][CH:4]=3)=[CH:8][CH:9]=[N:10]2)=[CH:15][CH:14]=1, predict the reactants needed to synthesize it. The reactants are: [NH2:1][C:2]1[CH:24]=[CH:23][C:5]([O:6][C:7]2[C:16]3[C:11](=[CH:12][C:13]([O:17][CH2:18][C:19]([CH3:22])([OH:21])[CH3:20])=[CH:14][CH:15]=3)[N:10]=[CH:9][CH:8]=2)=[CH:4][CH:3]=1.[CH3:25][N:26]1[C:30]([CH3:31])=[C:29]([C:32](O)=[O:33])[C:28](=[O:35])[N:27]1[C:36]1[CH:41]=[CH:40][CH:39]=[CH:38][CH:37]=1.C1C=NC2N(O)N=NC=2C=1.CCN=C=NCCCN(C)C. (6) The reactants are: [N:1]1[CH:6]=[CH:5][CH:4]=[C:3]([C:7]2[N:16]=[C:15](Cl)[C:14]3[C:9](=[CH:10][CH:11]=[C:12]([Cl:18])[CH:13]=3)[N:8]=2)[CH:2]=1.[CH3:19][O:20][CH2:21][CH2:22][NH2:23].[CH2:24](O)C. Given the product [Cl:18][C:12]1[CH:13]=[C:14]2[C:9](=[CH:10][CH:11]=1)[N:8]=[C:7]([C:3]1[CH:2]=[N:1][CH:6]=[CH:5][CH:4]=1)[N:16]=[C:15]2[NH:23][CH2:22][CH2:21][O:20][CH2:19][CH3:24], predict the reactants needed to synthesize it.